Dataset: Full USPTO retrosynthesis dataset with 1.9M reactions from patents (1976-2016). Task: Predict the reactants needed to synthesize the given product. Given the product [OH:28][C:27]1([C:2]2[CH:3]=[C:4]3[C:9](=[CH:10][CH:11]=2)[CH:8]=[C:7]([C:12]([OH:14])=[O:13])[CH:6]=[CH:5]3)[C:21]2[N:22]([CH:23]=[N:24][CH:20]=2)[CH2:25][CH2:26]1, predict the reactants needed to synthesize it. The reactants are: Br[C:2]1[CH:3]=[C:4]2[C:9](=[CH:10][CH:11]=1)[CH:8]=[C:7]([C:12]([OH:14])=[O:13])[CH:6]=[CH:5]2.C([Li])CCC.[CH:20]1[N:24]=[CH:23][N:22]2[CH2:25][CH2:26][C:27](=[O:28])[C:21]=12.[Cl-].[NH4+].